From a dataset of Merck oncology drug combination screen with 23,052 pairs across 39 cell lines. Regression. Given two drug SMILES strings and cell line genomic features, predict the synergy score measuring deviation from expected non-interaction effect. (1) Synergy scores: synergy=-25.4. Drug 1: CCC1=CC2CN(C1)Cc1c([nH]c3ccccc13)C(C(=O)OC)(c1cc3c(cc1OC)N(C)C1C(O)(C(=O)OC)C(OC(C)=O)C4(CC)C=CCN5CCC31C54)C2. Drug 2: CC(C)CC(NC(=O)C(Cc1ccccc1)NC(=O)c1cnccn1)B(O)O. Cell line: UACC62. (2) Drug 1: O=c1[nH]cc(F)c(=O)[nH]1. Drug 2: Cc1nc(Nc2ncc(C(=O)Nc3c(C)cccc3Cl)s2)cc(N2CCN(CCO)CC2)n1. Cell line: SKMES1. Synergy scores: synergy=2.98. (3) Drug 1: Cc1nc(Nc2ncc(C(=O)Nc3c(C)cccc3Cl)s2)cc(N2CCN(CCO)CC2)n1. Drug 2: NC1CCCCC1N.O=C(O)C(=O)O.[Pt+2]. Cell line: SKOV3. Synergy scores: synergy=1.29. (4) Drug 1: N#Cc1ccc(Cn2cncc2CN2CCN(c3cccc(Cl)c3)C(=O)C2)cc1. Drug 2: COC1CC2CCC(C)C(O)(O2)C(=O)C(=O)N2CCCCC2C(=O)OC(C(C)CC2CCC(OP(C)(C)=O)C(OC)C2)CC(=O)C(C)C=C(C)C(O)C(OC)C(=O)C(C)CC(C)C=CC=CC=C1C. Cell line: MSTO. Synergy scores: synergy=44.8. (5) Drug 1: CN1C(=O)C=CC2(C)C3CCC4(C)C(NC(=O)OCC(F)(F)F)CCC4C3CCC12. Drug 2: NC1(c2ccc(-c3nc4ccn5c(=O)[nH]nc5c4cc3-c3ccccc3)cc2)CCC1. Cell line: EFM192B. Synergy scores: synergy=6.79. (6) Drug 1: COC12C(COC(N)=O)C3=C(C(=O)C(C)=C(N)C3=O)N1CC1NC12. Drug 2: NC(=O)c1cccc2cn(-c3ccc(C4CCCNC4)cc3)nc12. Cell line: DLD1. Synergy scores: synergy=-3.70. (7) Drug 1: N#Cc1ccc(Cn2cncc2CN2CCN(c3cccc(Cl)c3)C(=O)C2)cc1. Drug 2: CC(C)CC(NC(=O)C(Cc1ccccc1)NC(=O)c1cnccn1)B(O)O. Cell line: OVCAR3. Synergy scores: synergy=-25.8. (8) Drug 1: Cc1nc(Nc2ncc(C(=O)Nc3c(C)cccc3Cl)s2)cc(N2CCN(CCO)CC2)n1. Drug 2: CC1(c2nc3c(C(N)=O)cccc3[nH]2)CCCN1. Cell line: CAOV3. Synergy scores: synergy=7.18. (9) Drug 1: NC1(c2ccc(-c3nc4ccn5c(=O)[nH]nc5c4cc3-c3ccccc3)cc2)CCC1. Drug 2: CCc1cnn2c(NCc3ccc[n+]([O-])c3)cc(N3CCCCC3CCO)nc12. Cell line: RKO. Synergy scores: synergy=10.9. (10) Drug 1: CCC1(O)CC2CN(CCc3c([nH]c4ccccc34)C(C(=O)OC)(c3cc4c(cc3OC)N(C)C3C(O)(C(=O)OC)C(OC(C)=O)C5(CC)C=CCN6CCC43C65)C2)C1. Drug 2: COC1CC2CCC(C)C(O)(O2)C(=O)C(=O)N2CCCCC2C(=O)OC(C(C)CC2CCC(OP(C)(C)=O)C(OC)C2)CC(=O)C(C)C=C(C)C(O)C(OC)C(=O)C(C)CC(C)C=CC=CC=C1C. Cell line: HT29. Synergy scores: synergy=0.383.